Predict the product of the given reaction. From a dataset of Forward reaction prediction with 1.9M reactions from USPTO patents (1976-2016). (1) Given the reactants [Cl:1][C:2]1[CH:3]=[C:4]([NH:12][C:13]([C:15]2[N:16]=[N:17][N:18]([C:20]3[CH:25]=[CH:24][C:23]([CH:26]=O)=[CH:22][CH:21]=3)[CH:19]=2)=[O:14])[CH:5]=[CH:6][C:7]=1[O:8][CH:9]([CH3:11])[CH3:10].[NH:28]1[CH2:31][CH:30]([C:32]([OH:34])=[O:33])[CH2:29]1.C([BH3-])#N.C(O)(=O)C, predict the reaction product. The product is: [Cl:1][C:2]1[CH:3]=[C:4]([NH:12][C:13]([C:15]2[N:16]=[N:17][N:18]([C:20]3[CH:21]=[CH:22][C:23]([CH2:26][N:28]4[CH2:31][CH:30]([C:32]([OH:34])=[O:33])[CH2:29]4)=[CH:24][CH:25]=3)[CH:19]=2)=[O:14])[CH:5]=[CH:6][C:7]=1[O:8][CH:9]([CH3:11])[CH3:10]. (2) The product is: [Cl:13][CH:14]([Cl:26])[C:15]([NH:17][C:18]1[CH:23]=[CH:22][CH:21]=[C:20]([C:24]2[O:11][N:10]=[C:9]([C:3]3[C:2]([Cl:1])=[CH:7][CH:6]=[CH:5][C:4]=3[Cl:8])[CH:25]=2)[CH:19]=1)=[O:16]. Given the reactants [Cl:1][C:2]1[CH:7]=[CH:6][CH:5]=[C:4]([Cl:8])[C:3]=1[C:9](Cl)=[N:10][OH:11].[Cl:13][CH:14]([Cl:26])[C:15]([NH:17][C:18]1[CH:23]=[CH:22][CH:21]=[C:20]([C:24]#[CH:25])[CH:19]=1)=[O:16], predict the reaction product.